From a dataset of Reaction yield outcomes from USPTO patents with 853,638 reactions. Predict the reaction yield, written as a fraction of the theoretical maximum amount of product (1.0 means a 100% yield; for example, 0.34 means a 34% yield). (1) The reactants are Cl[C:2]1[C:11]2[C:6](=[CH:7][C:8]3[CH:15]=[C:14]([O:16][CH2:17][CH2:18][Cl:19])[C:13]([O:20][CH3:21])=[CH:12][C:9]=3[CH:10]=2)[N:5]=[CH:4][C:3]=1[C:22]#[N:23].ClC1C2C(=CC3C=C(OC)C(OCCCl)=CC=3C=2)N=CC=1C#N.Cl.N1C=CC=CC=1.[Cl:54][C:55]1[CH:61]=[C:60]([Cl:62])[C:59]([O:63][CH3:64])=[CH:58][C:56]=1[NH2:57].C(OCCO)C. No catalyst specified. The product is [Cl:54][C:55]1[CH:61]=[C:60]([Cl:62])[C:59]([O:63][CH3:64])=[CH:58][C:56]=1[NH:57][C:2]1[C:11]2[C:6](=[CH:7][C:8]3[CH:15]=[C:14]([O:16][CH2:17][CH2:18][Cl:19])[C:13]([O:20][CH3:21])=[CH:12][C:9]=3[CH:10]=2)[N:5]=[CH:4][C:3]=1[C:22]#[N:23]. The yield is 0.480. (2) The reactants are [N+:1]([C:4]1[CH:5]=[C:6]([CH:19]=[CH:20][C:21]=1[N+:22]([O-])=O)[CH2:7][N:8]1[C:16](=[O:17])[C:15]2[C:10](=[CH:11][CH:12]=[CH:13][CH:14]=2)[C:9]1=[O:18])([O-])=O.C(O)C.C1COCC1. The catalyst is [Pd].C(O)(=O)C. The product is [NH2:1][C:4]1[CH:5]=[C:6]([CH:19]=[CH:20][C:21]=1[NH2:22])[CH2:7][N:8]1[C:16](=[O:17])[C:15]2[C:10](=[CH:11][CH:12]=[CH:13][CH:14]=2)[C:9]1=[O:18]. The yield is 0.910. (3) The reactants are [OH:1][C:2]1[CH:7]=[CH:6][C:5]([S:8][CH2:9][CH2:10][CH2:11][C:12]([OH:14])=O)=[CH:4][CH:3]=1.[F:15][C:16]1[CH:17]=[CH:18][C:19]([O:25][CH3:26])=[C:20]([CH:24]=1)[CH2:21][NH:22][CH3:23]. No catalyst specified. The product is [F:15][C:16]1[CH:17]=[CH:18][C:19]([O:25][CH3:26])=[C:20]([CH:24]=1)[CH2:21][N:22]([CH3:23])[C:12](=[O:14])[CH2:11][CH2:10][CH2:9][S:8][C:5]1[CH:4]=[CH:3][C:2]([OH:1])=[CH:7][CH:6]=1. The yield is 0.280. (4) The reactants are Br[CH2:2][CH2:3][CH2:4][N:5]1[CH2:9][CH2:8][N:7]([CH2:10][CH2:11][OH:12])[C:6]1=[C:13]([C:16]#[N:17])[C:14]#[N:15].[CH3:18][C@@H:19]1[CH2:23][CH2:22][CH2:21][NH:20]1.[OH-].[Na+].C(=O)([O-])[O-].[K+].[K+]. The catalyst is O1CCOCC1. The product is [OH:12][CH2:11][CH2:10][N:7]1[CH2:8][CH2:9][N:5]([CH2:4][CH2:3][CH2:2][N:20]2[CH2:21][CH2:22][CH2:23][C@H:19]2[CH3:18])[C:6]1=[C:13]([C:16]#[N:17])[C:14]#[N:15]. The yield is 0.990. (5) The product is [Br:1][C:2]1[CH:3]=[CH:4][C:5]([O:12][CH3:13])=[C:6]([S:8]([CH:26]([CH3:28])[CH3:27])(=[O:10])=[O:9])[CH:7]=1. The catalyst is O.[Br-].C([N+](CCCC)(CCCC)CCCC)CCC. The reactants are [Br:1][C:2]1[CH:3]=[CH:4][C:5]([O:12][CH3:13])=[C:6]([S:8](Cl)(=[O:10])=[O:9])[CH:7]=1.S([O-])([O-])=O.[Na+].[Na+].C(=O)(O)[O-].[Na+].I[CH:26]([CH3:28])[CH3:27]. The yield is 0.650. (6) The reactants are Br[C:2]1[CH:3]=[C:4]2[C:8](=[CH:9][CH:10]=1)[C:7](=[O:11])[CH2:6][CH2:5]2.C([O-])([O-])=O.[K+].[K+].[C:18]1(C)C=CC=C[CH:19]=1. The catalyst is C1C=CC([P]([Pd]([P](C2C=CC=CC=2)(C2C=CC=CC=2)C2C=CC=CC=2)([P](C2C=CC=CC=2)(C2C=CC=CC=2)C2C=CC=CC=2)[P](C2C=CC=CC=2)(C2C=CC=CC=2)C2C=CC=CC=2)(C2C=CC=CC=2)C2C=CC=CC=2)=CC=1. The product is [CH:18]([C:2]1[CH:3]=[C:4]2[C:8](=[CH:9][CH:10]=1)[C:7](=[O:11])[CH2:6][CH2:5]2)=[CH2:19]. The yield is 0.480. (7) The reactants are [F:1][C:2]1[CH:3]=[C:4]2[C:8](=[CH:9][CH:10]=1)[NH:7][C:6]([CH3:11])=[C:5]2[I:12].Br[CH2:14][C:15]([O:17][CH3:18])=[O:16].C(=O)([O-])[O-].[K+].[K+].O. The catalyst is CN(C=O)C. The product is [F:1][C:2]1[CH:3]=[C:4]2[C:8](=[CH:9][CH:10]=1)[N:7]([CH2:14][C:15]([O:17][CH3:18])=[O:16])[C:6]([CH3:11])=[C:5]2[I:12]. The yield is 0.770. (8) The reactants are [CH2:1]([C:8]1[CH:13]=[CH:12][C:11]([CH2:14][CH2:15][N+:16]([O-:18])=O)=[CH:10][N:9]=1)[C:2]1[CH:7]=[CH:6][CH:5]=[CH:4][CH:3]=1.CO.C[O-].[Li+].C(Cl)[Cl:25]. The catalyst is O1CCCC1.[Ti](Cl)(Cl)(Cl)Cl. The product is [CH2:1]([C:8]1[N:9]=[CH:10][C:11]([CH2:14][C:15]([Cl:25])=[N:16][OH:18])=[CH:12][CH:13]=1)[C:2]1[CH:7]=[CH:6][CH:5]=[CH:4][CH:3]=1. The yield is 0.630. (9) The reactants are CN(C)[CH:3]1[C:14]2[C:6](=[CH:7][CH:8]=[C:9]3[C:13]=2[S:12](=C)[CH:11]=[N:10]3)[NH:5][C:4]1=[O:16].[NH2:18][C:19]1[CH:24]=[CH:23][C:22]([N:25]2[C:29]([CH3:30])=[CH:28][C:27](=[O:31])[NH:26]2)=[CH:21][CH:20]=1.[CH2:32](O)C. The catalyst is C(OCC)C. The product is [CH3:30][C:29]1[N:25]([C:22]2[CH:21]=[CH:20][C:19]([NH:18]/[CH:32]=[C:3]3\[C:4](=[O:16])[NH:5][C:6]4[C:14]\3=[C:13]3[S:12][CH:11]=[N:10][C:9]3=[CH:8][CH:7]=4)=[CH:24][CH:23]=2)[NH:26][C:27](=[O:31])[CH:28]=1. The yield is 0.830.